Dataset: NCI-60 drug combinations with 297,098 pairs across 59 cell lines. Task: Regression. Given two drug SMILES strings and cell line genomic features, predict the synergy score measuring deviation from expected non-interaction effect. Drug 1: CS(=O)(=O)OCCCCOS(=O)(=O)C. Drug 2: N.N.Cl[Pt+2]Cl. Cell line: A498. Synergy scores: CSS=8.99, Synergy_ZIP=-0.123, Synergy_Bliss=1.19, Synergy_Loewe=-24.4, Synergy_HSA=-2.16.